Dataset: Full USPTO retrosynthesis dataset with 1.9M reactions from patents (1976-2016). Task: Predict the reactants needed to synthesize the given product. (1) Given the product [CH3:1][C:2]1[C:10]2([CH2:15][CH2:14][N:13]([C:16]([C:18]3[CH:19]=[N:20][C:21]4[N:22]([N:31]=[CH:32][C:33]=4[C:34]([NH:41][S:38]([CH3:37])(=[O:40])=[O:39])=[O:36])[C:23]=3[NH:24][C:25]3[CH:30]=[CH:29][CH:28]=[CH:27][CH:26]=3)=[O:17])[CH2:12][CH2:11]2)[C:9]2[C:4](=[CH:5][CH:6]=[CH:7][CH:8]=2)[CH:3]=1, predict the reactants needed to synthesize it. The reactants are: [CH3:1][C:2]1[C:10]2([CH2:15][CH2:14][N:13]([C:16]([C:18]3[CH:19]=[N:20][C:21]4[N:22]([N:31]=[CH:32][C:33]=4[C:34]([OH:36])=O)[C:23]=3[NH:24][C:25]3[CH:30]=[CH:29][CH:28]=[CH:27][CH:26]=3)=[O:17])[CH2:12][CH2:11]2)[C:9]2[C:4](=[CH:5][CH:6]=[CH:7][CH:8]=2)[CH:3]=1.[CH3:37][S:38]([NH2:41])(=[O:40])=[O:39]. (2) Given the product [CH3:24][S:25]([O:1][CH2:2][CH2:3][CH2:4][CH2:5][NH:6][C:7]([O:8][CH2:9][C:10]1[CH:11]=[CH:12][CH:13]=[CH:14][CH:15]=1)=[O:16])(=[O:27])=[O:26], predict the reactants needed to synthesize it. The reactants are: [OH:1][CH2:2][CH2:3][CH2:4][CH2:5][NH:6][C:7](=[O:16])[O:8][CH2:9][C:10]1[CH:15]=[CH:14][CH:13]=[CH:12][CH:11]=1.C(N(CC)CC)C.[CH3:24][S:25](Cl)(=[O:27])=[O:26]. (3) The reactants are: O.[OH-].[Na+].[S:4](Cl)([C:7]1[CH:13]=[CH:12][C:10]([CH3:11])=[CH:9][CH:8]=1)(=[O:6])=[O:5].C(O)(=[O:17])C. Given the product [CH3:11][C:10]1[CH:9]=[CH:8][C:7]([S:4]([OH:17])(=[O:6])=[O:5])=[CH:13][CH:12]=1, predict the reactants needed to synthesize it. (4) Given the product [CH3:23][C:13]1[S:14][C:15]([C:16]2[CH:17]=[C:18]([CH3:22])[CH:19]=[CH:20][CH:21]=2)=[C:11]([C:9]([N:8]2[CH2:7][C@H:6]3[C@H:4]([CH2:5]3)[C@H:3]2[CH2:2][NH:1][C:33]([C:32]2[N:27]3[C:28]([S:29][C:25]([CH3:24])=[C:26]3[CH3:37])=[N:30][C:31]=2[CH3:36])=[O:34])=[O:10])[N:12]=1, predict the reactants needed to synthesize it. The reactants are: [NH2:1][CH2:2][C@H:3]1[N:8]([C:9]([C:11]2[N:12]=[C:13]([CH3:23])[S:14][C:15]=2[C:16]2[CH:17]=[C:18]([CH3:22])[CH:19]=[CH:20][CH:21]=2)=[O:10])[CH2:7][C@H:6]2[C@@H:4]1[CH2:5]2.[CH3:24][C:25]1[S:29][C:28]2=[N:30][C:31]([CH3:36])=[C:32]([C:33](O)=[O:34])[N:27]2[C:26]=1[CH3:37]. (5) The reactants are: Cl[C:2]1[CH:11]=[C:10]([C:12]2[CH:17]=[CH:16][C:15]([F:18])=[CH:14][CH:13]=2)[C:9]2[C:4](=[CH:5][C:6]([CH2:19][N:20]3[CH:24]=[C:23]([C@@:25]([OH:32])([CH2:30][CH3:31])[C:26]([F:29])([F:28])[F:27])[N:22]=[N:21]3)=[CH:7][CH:8]=2)[N:3]=1.[F:33][C:34]([F:38])([F:37])[CH2:35][O-:36].[Na+]. Given the product [F:27][C:26]([F:29])([F:28])[C@:25]([C:23]1[N:22]=[N:21][N:20]([CH2:19][C:6]2[CH:5]=[C:4]3[C:9]([C:10]([C:12]4[CH:17]=[CH:16][C:15]([F:18])=[CH:14][CH:13]=4)=[CH:11][C:2]([O:36][CH2:35][C:34]([F:38])([F:37])[F:33])=[N:3]3)=[CH:8][CH:7]=2)[CH:24]=1)([OH:32])[CH2:30][CH3:31], predict the reactants needed to synthesize it. (6) Given the product [CH3:29][O:28][C:25]1[CH:24]=[CH:23][C:22]([CH2:21][N:17]2[CH2:16][C:15]3[CH:14]=[N:13][C:12]4[NH:8][N:9]=[CH:10][C:11]=4[C:20]=3[CH2:19][CH2:18]2)=[CH:27][CH:26]=1, predict the reactants needed to synthesize it. The reactants are: COC1C=CC(C[N:8]2[C:12]3[N:13]=[CH:14][C:15]4[CH2:16][N:17]([CH2:21][C:22]5[CH:27]=[CH:26][C:25]([O:28][CH3:29])=[CH:24][CH:23]=5)[CH2:18][CH2:19][C:20]=4[C:11]=3[CH:10]=[N:9]2)=CC=1.FC(F)(F)C(O)=O. (7) Given the product [Cl:1][C:2]1[CH:7]=[C:6]([Cl:8])[CH:5]=[CH:4][C:3]=1[CH2:9][O:10][C@@H:11]1[C@@:17]([CH3:29])([CH2:18][O:19][CH2:20][C:21]2[CH:26]=[CH:25][C:24]([Cl:27])=[CH:23][C:22]=2[Cl:28])[O:16][C@H:13]([O:14][CH3:15])[C@:12]1([CH3:31])[OH:30], predict the reactants needed to synthesize it. The reactants are: [Cl:1][C:2]1[CH:7]=[C:6]([Cl:8])[CH:5]=[CH:4][C:3]=1[CH2:9][O:10][C@@H:11]1[C@@:17]([CH3:29])([CH2:18][O:19][CH2:20][C:21]2[CH:26]=[CH:25][C:24]([Cl:27])=[CH:23][C:22]=2[Cl:28])[O:16][C@H:13]([O:14][CH3:15])[C@@H:12]1[OH:30].[CH3:31]C(OI1(OC(C)=O)(OC(C)=O)OC(=O)C2C=CC=CC1=2)=O. (8) Given the product [CH:1]1([NH:6][C:25]([C:12]2([CH2:11][CH2:10][CH2:9][CH2:8][Br:7])[C:24]3[CH:23]=[CH:22][CH:21]=[CH:20][C:19]=3[C:18]3[C:13]2=[CH:14][CH:15]=[CH:16][CH:17]=3)=[O:26])[CH2:5][CH2:4][CH2:3][CH2:2]1, predict the reactants needed to synthesize it. The reactants are: [CH:1]1([NH2:6])[CH2:5][CH2:4][CH2:3][CH2:2]1.[Br:7][CH2:8][CH2:9][CH2:10][CH2:11][C:12]1([C:25](Cl)=[O:26])[C:24]2[CH:23]=[CH:22][CH:21]=[CH:20][C:19]=2[C:18]2[C:13]1=[CH:14][CH:15]=[CH:16][CH:17]=2. (9) Given the product [CH:14]1([N:3]2[CH:4]=[C:5]([CH:8]=[O:11])[N:1]=[CH:2]2)[CH2:19][CH2:18][CH2:17][CH2:16][CH2:15]1, predict the reactants needed to synthesize it. The reactants are: [NH:1]1[CH:5]=[CH:4][N:3]=[C:2]1C=O.[C:8](=[O:11])([O-])[O-].[Na+].[Na+].[CH:14]1(Br)[CH2:19][CH2:18][CH2:17][CH2:16][CH2:15]1.